Dataset: Catalyst prediction with 721,799 reactions and 888 catalyst types from USPTO. Task: Predict which catalyst facilitates the given reaction. (1) Reactant: [C:1]([O:4][CH:5]1[CH:10]=[CH:9][CH:8](O[Si](C(C)(C)C)(C)C)[O:7][CH2:6]1)(=[O:3])[CH3:2].C(=O)=O.CC(C)=O.C([SiH](CC)CC)C.B(F)(F)F.CCOCC. Product: [C:1]([O:4][CH:5]1[CH:10]=[CH:9][CH2:8][O:7][CH2:6]1)(=[O:3])[CH3:2]. The catalyst class is: 2. (2) Reactant: CN(C=O)C.S(Cl)([Cl:8])=O.[F:10][C:11]1[CH:16]=[C:15]([N+:17]([O-:19])=[O:18])[C:14](O)=[C:13]([N+:21]([O-:23])=[O:22])[CH:12]=1. Product: [Cl:8][C:14]1[C:15]([N+:17]([O-:19])=[O:18])=[CH:16][C:11]([F:10])=[CH:12][C:13]=1[N+:21]([O-:23])=[O:22]. The catalyst class is: 48. (3) Reactant: Cl.Cl.[NH:3]1[CH2:8][CH2:7][CH:6](/[CH:9]=[C:10]2/[C:11]([NH:16][CH2:17][C:18]#[CH:19])=[N:12][C:13](=[O:15])[S:14]/2)[CH2:5][CH2:4]1.C(=O)([O-])[O-].[K+].[K+].Br[CH2:27][C:28]1[CH:33]=[C:32]([C:34]([F:37])([F:36])[F:35])[CH:31]=[C:30]([C:38]([F:41])([F:40])[F:39])[CH:29]=1.O. Product: [F:35][C:34]([F:36])([F:37])[C:32]1[CH:33]=[C:28]([CH:29]=[C:30]([C:38]([F:41])([F:39])[F:40])[CH:31]=1)[CH2:27][N:3]1[CH2:8][CH2:7][CH:6]([CH:9]=[C:10]2[S:14][C:13](=[O:15])[N:12]=[C:11]2[NH:16][CH2:17][C:18]#[CH:19])[CH2:5][CH2:4]1. The catalyst class is: 3. (4) Reactant: Br[C:2]1[N:10]([CH2:11][C@H:12]2[CH2:17][CH2:16][C@H:15]([CH3:18])[CH2:14][CH2:13]2)[C:9]2[C:4](=[N:5][C:6]([C:26]#[N:27])=[N:7][C:8]=2[NH:19][C@@H:20]([CH:22]2[CH2:25][CH2:24][CH2:23]2)[CH3:21])[N:3]=1.[CH3:28]B(O)O.C([O-])([O-])=O.[Na+].[Na+].C1COCC1. Product: [CH:22]1([C@H:20]([NH:19][C:8]2[N:7]=[C:6]([C:26]#[N:27])[N:5]=[C:4]3[C:9]=2[N:10]([CH2:11][C@H:12]2[CH2:17][CH2:16][C@H:15]([CH3:18])[CH2:14][CH2:13]2)[C:2]([CH3:28])=[N:3]3)[CH3:21])[CH2:25][CH2:24][CH2:23]1. The catalyst class is: 189. (5) Reactant: [C:1]1(=O)[CH2:4][CH2:3][CH2:2]1.C(O)(=O)C.[N:10]1([C:16]([O:18][C:19]([CH3:22])([CH3:21])[CH3:20])=[O:17])[CH2:15][CH2:14][NH:13][CH2:12][CH2:11]1.C([BH3-])#N.[Na+]. Product: [CH:1]1([N:13]2[CH2:12][CH2:11][N:10]([C:16]([O:18][C:19]([CH3:22])([CH3:21])[CH3:20])=[O:17])[CH2:15][CH2:14]2)[CH2:4][CH2:3][CH2:2]1. The catalyst class is: 20. (6) Reactant: [OH:1][CH:2](C)[CH2:3][NH:4][C:5]([C:7]1[CH:12]=[C:11]([C:13]2[N:14]=[C:15]([C:18]3[CH:23]=[CH:22][N:21]=[CH:20][CH:19]=3)[S:16][CH:17]=2)[C:10](=[O:24])[NH:9][C:8]=1[CH:25]([CH3:27])[CH3:26])=O.C1C=CC(P(C2C=CC=CC=2)C2C=CC=CC=2)=CC=1.CC(OC(/N=N/C(OC(C)C)=O)=O)C. Product: [O:1]1[CH2:2][CH2:3][N:4]=[C:5]1[C:7]1[CH:12]=[C:11]([C:13]2[N:14]=[C:15]([C:18]3[CH:19]=[CH:20][N:21]=[CH:22][CH:23]=3)[S:16][CH:17]=2)[C:10](=[O:24])[NH:9][C:8]=1[CH:25]([CH3:27])[CH3:26]. The catalyst class is: 2. (7) Reactant: [CH2:1]1[C:13]2[C:14]3[N:5]([CH2:6][CH:7]([C:15]([O:17][C:18]([CH3:21])([CH3:20])[CH3:19])=[O:16])[NH:8][C:9]=3[CH:10]=[CH:11][CH:12]=2)[CH2:4][CH2:3][NH:2]1.[C:22]1(=O)[CH2:25][CH2:24][CH2:23]1.C(O[BH-](OC(=O)C)OC(=O)C)(=O)C.[Na+]. Product: [CH:22]1([CH:1]2[C:13]3[C:14]4[N:5]([CH2:6][CH:7]([C:15]([O:17][C:18]([CH3:21])([CH3:20])[CH3:19])=[O:16])[NH:8][C:9]=4[CH:10]=[CH:11][CH:12]=3)[CH2:4][CH2:3][NH:2]2)[CH2:25][CH2:24][CH2:23]1. The catalyst class is: 56.